Task: Regression. Given two drug SMILES strings and cell line genomic features, predict the synergy score measuring deviation from expected non-interaction effect.. Dataset: NCI-60 drug combinations with 297,098 pairs across 59 cell lines Drug 1: CC1CCC2CC(C(=CC=CC=CC(CC(C(=O)C(C(C(=CC(C(=O)CC(OC(=O)C3CCCCN3C(=O)C(=O)C1(O2)O)C(C)CC4CCC(C(C4)OC)OCCO)C)C)O)OC)C)C)C)OC. Drug 2: C(=O)(N)NO. Cell line: HT29. Synergy scores: CSS=12.5, Synergy_ZIP=-5.90, Synergy_Bliss=-0.0707, Synergy_Loewe=-24.4, Synergy_HSA=-0.790.